Dataset: Catalyst prediction with 721,799 reactions and 888 catalyst types from USPTO. Task: Predict which catalyst facilitates the given reaction. (1) Reactant: [CH2:1]([C@@:5]1([CH2:28][CH3:29])[NH:11][C@H:10]([C:12]2[CH:17]=[CH:16][CH:15]=[CH:14][CH:13]=2)[C:9]2[CH:18]=[C:19]([O:24][CH3:25])[C:20]([CH:22]=O)=[CH:21][C:8]=2[S:7](=[O:27])(=[O:26])[CH2:6]1)[CH2:2][CH2:3][CH3:4].[NH2:30][CH2:31][CH2:32][C:33]([O:35][C:36]([CH3:39])([CH3:38])[CH3:37])=[O:34].C(O)(=O)C.C(=O)([O-])[O-].[Na+].[Na+]. Product: [CH2:1]([C@@:5]1([CH2:28][CH3:29])[NH:11][C@H:10]([C:12]2[CH:17]=[CH:16][CH:15]=[CH:14][CH:13]=2)[C:9]2[CH:18]=[C:19]([O:24][CH3:25])[C:20]([CH2:22][NH:30][CH2:31][CH2:32][C:33]([O:35][C:36]([CH3:39])([CH3:38])[CH3:37])=[O:34])=[CH:21][C:8]=2[S:7](=[O:26])(=[O:27])[CH2:6]1)[CH2:2][CH2:3][CH3:4]. The catalyst class is: 26. (2) Reactant: [C-:1]#[N:2].[Na+].[Br:4][C:5]1[C:6]([CH3:12])=[N:7][C:8](F)=[CH:9][CH:10]=1.O. The catalyst class is: 16. Product: [Br:4][C:5]1[CH:10]=[CH:9][C:8]([C:1]#[N:2])=[N:7][C:6]=1[CH3:12].